Dataset: Full USPTO retrosynthesis dataset with 1.9M reactions from patents (1976-2016). Task: Predict the reactants needed to synthesize the given product. (1) The reactants are: [Cl:1][C:2]1[CH:3]=[CH:4][C:5]([N+:10]([O-:12])=[O:11])=[C:6]([CH:9]=1)[CH:7]=O.[OH2:13].Cl.[NH2:15]O.[OH-].[Na+]. Given the product [Cl:1][C:2]1[CH:3]=[CH:4][C:5]([N+:10]([O-:12])=[O:11])=[C:6]([CH:9]=1)[CH:7]=[N:15][OH:13], predict the reactants needed to synthesize it. (2) Given the product [CH3:20][O:19][C:12]1[CH:13]=[CH:14][CH:15]=[C:16]([O:17][CH3:18])[C:11]=1[C:9](=[O:10])[CH2:8][C:3]1[CH:4]=[CH:5][CH:6]=[CH:7][C:2]=1[C:22]1[S:21][CH:25]=[CH:24][CH:23]=1, predict the reactants needed to synthesize it. The reactants are: Br[C:2]1[CH:7]=[CH:6][CH:5]=[CH:4][C:3]=1[CH2:8][C:9]([C:11]1[C:16]([O:17][CH3:18])=[CH:15][CH:14]=[CH:13][C:12]=1[O:19][CH3:20])=[O:10].[S:21]1[CH:25]=[CH:24][CH:23]=[C:22]1B(O)O.